This data is from Forward reaction prediction with 1.9M reactions from USPTO patents (1976-2016). The task is: Predict the product of the given reaction. (1) Given the reactants N[C:2]1[C:6]([C:7]([O:9][CH2:10][CH3:11])=[O:8])=[CH:5][NH:4][N:3]=1.[I:12]CI.N(OCCC(C)C)=O, predict the reaction product. The product is: [I:12][C:2]1[C:6]([C:7]([O:9][CH2:10][CH3:11])=[O:8])=[CH:5][NH:4][N:3]=1. (2) Given the reactants [CH3:1][O:2][CH:3]([CH2:5][O:6][CH:7]([CH2:9][OH:10])[CH3:8])[CH3:4].[OH-].[Na+].[CH2:13]1[O:15][CH2:14]1, predict the reaction product. The product is: [CH3:1][O:2][CH:3]([CH2:5][O:6][CH:7]([CH2:9][OH:10])[CH3:8])[CH3:4].[CH2:14]1[O:15][CH2:13]1. (3) Given the reactants [C:1]12([CH2:11][C:12]([NH:14][C:15]3[CH:24]=[CH:23][C:22]([N:25]([CH2:33][CH2:34][N:35](C(OC(C)(C)C)=O)[CH2:36][CH2:37][OH:38])C(=O)OC(C)(C)C)=[C:21]4[C:16]=3[CH:17]=[CH:18][CH:19]=[N:20]4)=[O:13])[CH2:10][CH:5]3[CH2:6][CH:7]([CH2:9][CH:3]([CH2:4]3)[CH2:2]1)[CH2:8]2.Cl, predict the reaction product. The product is: [C:1]12([CH2:11][C:12]([NH:14][C:15]3[CH:24]=[CH:23][C:22]([NH:25][CH2:33][CH2:34][NH:35][CH2:36][CH2:37][OH:38])=[C:21]4[C:16]=3[CH:17]=[CH:18][CH:19]=[N:20]4)=[O:13])[CH2:10][CH:5]3[CH2:4][CH:3]([CH2:9][CH:7]([CH2:6]3)[CH2:8]1)[CH2:2]2. (4) The product is: [CH3:39][C:33]1[CH:34]=[C:35]([CH3:38])[CH:36]=[CH:37][C:32]=1[N:29]1[CH2:28][CH2:27][N:26]([C:24]([C:21]2[CH:22]=[CH:23][C:18]([N:11]3[C@H:10]([CH2:9][OH:8])[CH2:14][CH2:13][S:12]3(=[O:15])=[O:16])=[CH:19][C:20]=2[F:40])=[O:25])[CH2:31][CH2:30]1. Given the reactants C([O:8][CH2:9][C@@H:10]1[CH2:14][CH2:13][S:12](=[O:16])(=[O:15])[NH:11]1)C1C=CC=CC=1.Br[C:18]1[CH:23]=[CH:22][C:21]([C:24]([N:26]2[CH2:31][CH2:30][N:29]([C:32]3[CH:37]=[CH:36][C:35]([CH3:38])=[CH:34][C:33]=3[CH3:39])[CH2:28][CH2:27]2)=[O:25])=[C:20]([F:40])[CH:19]=1, predict the reaction product. (5) The product is: [C:5]([C:6]1[N:7]=[C:8]([N:14]([C:15]([O:17][C:18]([CH3:21])([CH3:19])[CH3:20])=[O:16])[C:22]([O:24][C:25]([CH3:27])([CH3:28])[CH3:26])=[O:23])[C:9]([O:12][CH3:13])=[CH:10][CH:11]=1)(=[O:29])[CH3:30]. Given the reactants COCN[C:5](=[O:29])[C:6]1[CH:11]=[CH:10][C:9]([O:12][CH3:13])=[C:8]([N:14]([C:22]([O:24][C:25]([CH3:28])([CH3:27])[CH3:26])=[O:23])[C:15]([O:17][C:18]([CH3:21])([CH3:20])[CH3:19])=[O:16])[N:7]=1.[CH3:30][Mg]Br.C1COCC1.[Cl-].[NH4+], predict the reaction product. (6) Given the reactants [CH2:1]([NH2:8])[C:2]1[CH:7]=[CH:6][CH:5]=[CH:4][CH:3]=1.[Br:9][C:10]1[CH:11]=[CH:12][C:13]2[N:14]([CH:16]=[C:17]([C:19](OCC)=[O:20])[N:18]=2)[CH:15]=1, predict the reaction product. The product is: [CH2:1]([NH:8][C:19]([C:17]1[N:18]=[C:13]2[CH:12]=[CH:11][C:10]([Br:9])=[CH:15][N:14]2[CH:16]=1)=[O:20])[C:2]1[CH:7]=[CH:6][CH:5]=[CH:4][CH:3]=1. (7) Given the reactants C([O:3][C:4](=[O:18])[C:5]1[C:10]([O:11][CH2:12][CH3:13])=[CH:9][C:8]([C:14]([CH3:17])([CH3:16])[CH3:15])=[N:7][CH:6]=1)C.[OH-].[K+], predict the reaction product. The product is: [C:14]([C:8]1[CH:9]=[C:10]([O:11][CH2:12][CH3:13])[C:5]([C:4]([OH:18])=[O:3])=[CH:6][N:7]=1)([CH3:17])([CH3:15])[CH3:16]. (8) Given the reactants [N+:1]([C:4]1[CH:5]=[C:6](B(O)O)[CH:7]=[CH:8][CH:9]=1)([O-:3])=[O:2].C(N(CC)CC)C.[F:20][C:21]1[CH:27]=[CH:26][C:24]([NH2:25])=[CH:23][C:22]=1[N+:28]([O-:30])=[O:29], predict the reaction product. The product is: [F:20][C:21]1[CH:27]=[CH:26][C:24]([NH:25][C:6]2[CH:7]=[CH:8][CH:9]=[C:4]([N+:1]([O-:3])=[O:2])[CH:5]=2)=[CH:23][C:22]=1[N+:28]([O-:30])=[O:29]. (9) The product is: [CH2:1]([N:9]([CH2:12][CH2:11][C:10]([OH:14])=[O:13])[CH2:12][CH2:11][C:10]([OH:14])=[O:13])[CH2:2][CH2:3][CH2:4][CH2:5][CH2:6][CH2:7][CH3:8]. Given the reactants [CH2:1]([NH2:9])[CH2:2][CH2:3][CH2:4][CH2:5][CH2:6][CH2:7][CH3:8].[C:10]([OH:14])(=[O:13])[CH:11]=[CH2:12], predict the reaction product.